Dataset: Reaction yield outcomes from USPTO patents with 853,638 reactions. Task: Predict the reaction yield, written as a fraction of the theoretical maximum amount of product (1.0 means a 100% yield; for example, 0.34 means a 34% yield). (1) The reactants are [CH2:1]([C:3]1[C:4]([C:8]([O:10][CH3:11])=[O:9])=[CH:5][NH:6][CH:7]=1)[CH3:2].[Br:12]N1C(=O)CCC1=O. No catalyst specified. The product is [Br:12][C:7]1[NH:6][CH:5]=[C:4]([C:8]([O:10][CH3:11])=[O:9])[C:3]=1[CH2:1][CH3:2]. The yield is 0.840. (2) The reactants are Cl[C:2]1[N:7]=[C:6]([Cl:8])[N:5]=[C:4]([NH:9][C:10]2[CH:15]=[CH:14][C:13]([F:16])=[C:12]([C:17]([F:20])([F:19])[F:18])[CH:11]=2)[N:3]=1.C(N(C(C)C)CC)(C)C.[F:30][C:31]([F:43])([F:42])[O:32][C:33]1[CH:38]=[CH:37][C:36]([CH:39]=[N:40][NH2:41])=[CH:35][CH:34]=1. The catalyst is O1CCOCC1. The product is [Cl:8][C:6]1[N:7]=[C:2]([NH:41][N:40]=[CH:39][C:36]2[CH:35]=[CH:34][C:33]([O:32][C:31]([F:30])([F:43])[F:42])=[CH:38][CH:37]=2)[N:3]=[C:4]([NH:9][C:10]2[CH:15]=[CH:14][C:13]([F:16])=[C:12]([C:17]([F:20])([F:19])[F:18])[CH:11]=2)[N:5]=1. The yield is 0.670. (3) The product is [CH2:6]([O:5][C:3]([C:2]1[C:1](=[O:9])[N:21]([CH2:27][C:28]2[CH:33]=[CH:32][C:31]([F:34])=[CH:30][CH:29]=2)[C:20]2[C:19]([C:24]=1[OH:23])=[CH:18][C:17]([Cl:16])=[CH:36][CH:35]=2)=[O:4])[CH3:7]. The yield is 0.850. The catalyst is CC(N(C)C)=O. The reactants are [C:1]([O:9]CC)(=O)[CH2:2][C:3]([O:5][CH2:6][CH3:7])=[O:4].[H-].[Na+].[H][H].[Cl:16][C:17]1[CH:36]=[CH:35][C:20]2[N:21]([CH2:27][C:28]3[CH:33]=[CH:32][C:31]([F:34])=[CH:30][CH:29]=3)C(=O)[O:23][C:24](=O)[C:19]=2[CH:18]=1.Cl. (4) The reactants are [F:1][C:2]1[CH:3]=[C:4]2[C:9](=[CH:10][CH:11]=1)[CH2:8][N:7]([CH2:12][CH2:13][NH2:14])[CH:6]([CH2:15][C:16]1[CH:21]=[CH:20][C:19]([F:22])=[CH:18][CH:17]=1)[CH2:5]2.[CH:23]([C:25]1[CH:26]=[C:27]([CH:31]=[C:32]([N+:34]([O-:36])=[O:35])[CH:33]=1)[C:28](O)=[O:29])=[CH2:24].CCN=C=NCCCN(C)C.O. The catalyst is C(Cl)(Cl)Cl. The product is [F:1][C:2]1[CH:3]=[C:4]2[C:9](=[CH:10][CH:11]=1)[CH2:8][N:7]([CH2:12][CH2:13][NH:14][C:28](=[O:29])[C:27]1[CH:31]=[C:32]([N+:34]([O-:36])=[O:35])[CH:33]=[C:25]([CH:23]=[CH2:24])[CH:26]=1)[CH:6]([CH2:15][C:16]1[CH:17]=[CH:18][C:19]([F:22])=[CH:20][CH:21]=1)[CH2:5]2. The yield is 0.740. (5) The reactants are [C:1]([C:5]1[N:10]=[C:9]([C:11]2[CH:16]=[CH:15][CH:14]=[CH:13][C:12]=2[C:17]([F:20])([F:19])[F:18])[NH:8][C:7](=O)[CH:6]=1)([CH3:4])([CH3:3])[CH3:2].P(Cl)(Cl)([Cl:24])=O.C(N(CCC)CCC)CC. No catalyst specified. The product is [C:1]([C:5]1([Cl:24])[NH:10][C:9]([C:11]2[CH:16]=[CH:15][CH:14]=[CH:13][C:12]=2[C:17]([F:20])([F:19])[F:18])=[N:8][CH:7]=[CH:6]1)([CH3:4])([CH3:3])[CH3:2]. The yield is 0.660.